The task is: Predict which catalyst facilitates the given reaction.. This data is from Catalyst prediction with 721,799 reactions and 888 catalyst types from USPTO. (1) Reactant: [Br:1][C:2]1[CH:7]=[CH:6][C:5]([C:8]2[O:9][C:10]([CH3:15])=[C:11]([CH3:14])[N+:12]=2[O-])=[CH:4][CH:3]=1.P(Cl)(Cl)([Cl:18])=O. Product: [Br:1][C:2]1[CH:7]=[CH:6][C:5]([C:8]2[O:9][C:10]([CH3:15])=[C:11]([CH2:14][Cl:18])[N:12]=2)=[CH:4][CH:3]=1. The catalyst class is: 22. (2) Reactant: [C:1]([O:5][C:6]([NH:8][CH2:9][C:10]1[C:11]([CH2:27][CH:28]([CH3:30])[CH3:29])=[N:12][C:13]([CH3:26])=[C:14]([C:18]=1[C:19]1[CH:24]=[CH:23][C:22]([CH3:25])=[CH:21][CH:20]=1)[C:15]([OH:17])=[O:16])=[O:7])([CH3:4])([CH3:3])[CH3:2].[C:31]([O:37][CH2:38]Cl)(=[O:36])[C:32]([CH3:35])([CH3:34])[CH3:33].C(=O)([O-])[O-].[K+].[K+]. Product: [C:1]([O:5][C:6]([NH:8][CH2:9][C:10]1[C:11]([CH2:27][CH:28]([CH3:30])[CH3:29])=[N:12][C:13]([CH3:26])=[C:14]([C:18]=1[C:19]1[CH:24]=[CH:23][C:22]([CH3:25])=[CH:21][CH:20]=1)[C:15]([O:17][CH2:38][O:37][C:31](=[O:36])[C:32]([CH3:35])([CH3:34])[CH3:33])=[O:16])=[O:7])([CH3:4])([CH3:3])[CH3:2]. The catalyst class is: 42. (3) Reactant: [Cl:1][C:2]([Cl:7])([Cl:6])[C:3](Cl)=[O:4].[CH3:8][N:9]1[CH:13]=[CH:12][CH:11]=[CH:10]1. Product: [CH3:8][N:9]1[CH:13]=[CH:12][CH:11]=[C:10]1[C:3](=[O:4])[C:2]([Cl:7])([Cl:6])[Cl:1]. The catalyst class is: 28. (4) Reactant: C(OC([N:8]1[C:12]2=[C:13]([Cl:25])[N:14]=[CH:15][C:16]([C:17]([N:19]3[CH2:24][CH2:23][CH2:22][CH2:21][CH2:20]3)=[O:18])=[C:11]2[C:10]([CH3:26])=[CH:9]1)=O)(C)(C)C.[C:27]([C:29]1[CH:30]=[C:31]([CH:33]=[CH:34][CH:35]=1)[NH2:32])#[N:28].C(OCC)C.Cl. Product: [ClH:25].[C:27]([C:29]1[CH:30]=[C:31]([NH:32][C:13]2[N:14]=[CH:15][C:16]([C:17]([N:19]3[CH2:20][CH2:21][CH2:22][CH2:23][CH2:24]3)=[O:18])=[C:11]3[C:10]([CH3:26])=[CH:9][NH:8][C:12]=23)[CH:33]=[CH:34][CH:35]=1)#[N:28]. The catalyst class is: 698. (5) Reactant: [CH3:1][C:2]1[CH:14]=[CH:13][C:12]2[NH:11][C:10]3[CH2:9][CH2:8][N:7]4[CH2:15][CH2:16][CH2:17][CH:6]4[C:5]=3[C:4]=2[CH:3]=1.[H-].[Na+].[CH3:20][C:21]1[N:26]=[CH:25][C:24]([CH2:27][CH2:28]OS(C2C=CC(C)=CC=2)(=O)=O)=[CH:23][CH:22]=1. Product: [CH3:1][C:2]1[CH:14]=[CH:13][C:12]2[N:11]([CH2:28][CH2:27][C:24]3[CH:25]=[N:26][C:21]([CH3:20])=[CH:22][CH:23]=3)[C:10]3[CH2:9][CH2:8][N:7]4[CH2:15][CH2:16][CH2:17][CH:6]4[C:5]=3[C:4]=2[CH:3]=1. The catalyst class is: 3. (6) Reactant: [CH2:1]([C:3]1[CH:4]=[C:5]([C:9]2[N:14]=[CH:13][C:12]3[CH:15]=[N:16][N:17](COCC[Si](C)(C)C)[C:11]=3[CH:10]=2)[CH:6]=[N:7][CH:8]=1)[CH3:2].C1(OC)C=CC=CC=1.O1CCOCC1. Product: [CH2:1]([C:3]1[CH:4]=[C:5]([C:9]2[N:14]=[CH:13][C:12]3[CH:15]=[N:16][NH:17][C:11]=3[CH:10]=2)[CH:6]=[N:7][CH:8]=1)[CH3:2]. The catalyst class is: 33. (7) Reactant: O.[N+:2]([C:5]1[CH:6]=[C:7]([SH:11])[CH:8]=[CH:9][CH:10]=1)([O-:4])=[O:3].[CH3:12][C:13]([C:15]1[CH:20]=[CH:19][CH:18]=[CH:17][CH:16]=1)=[CH2:14]. Product: [CH3:12][C:13]([C:15]1[CH:20]=[CH:19][CH:18]=[CH:17][CH:16]=1)([S:11][C:7]1[CH:6]=[C:5]([N+:2]([O-:4])=[O:3])[CH:10]=[CH:9][CH:8]=1)[CH3:14]. The catalyst class is: 7. (8) Product: [F:1][C:2]1[CH:3]=[C:4]([CH:8]=[CH:9][C:10]=1[O:11][CH:12]1[CH2:16][CH2:15][N:14]([CH:17]2[CH2:18][CH2:19][N:20]([C:23]3[S:27][N:26]=[C:25]([CH:28]([CH3:29])[CH3:30])[N:24]=3)[CH2:21][CH2:22]2)[C:13]1=[O:31])[C:5]([NH:56][CH2:57][CH2:58][OH:59])=[O:6]. Reactant: [F:1][C:2]1[CH:3]=[C:4]([CH:8]=[CH:9][C:10]=1[O:11][CH:12]1[CH2:16][CH2:15][N:14]([CH:17]2[CH2:22][CH2:21][N:20]([C:23]3[S:27][N:26]=[C:25]([CH:28]([CH3:30])[CH3:29])[N:24]=3)[CH2:19][CH2:18]2)[C:13]1=[O:31])[C:5](O)=[O:6].CN(C(ON1N=NC2C=CC=NC1=2)=[N+](C)C)C.F[P-](F)(F)(F)(F)F.[NH2:56][CH2:57][CH2:58][OH:59]. The catalyst class is: 34. (9) Reactant: [NH:1]1[C:9]2[C:4](=[N:5][CH:6]=[CH:7][CH:8]=2)[CH:3]=[C:2]1[C:10]([NH2:12])=[O:11].[C:13]1([S:19][S:19][C:13]2[CH:18]=[CH:17][CH:16]=[CH:15][CH:14]=2)[CH:18]=[CH:17][CH:16]=[CH:15][CH:14]=1. Product: [C:13]1([S:19][C:3]2[C:4]3=[N:5][CH:6]=[CH:7][CH:8]=[C:9]3[NH:1][C:2]=2[C:10]([NH2:12])=[O:11])[CH:18]=[CH:17][CH:16]=[CH:15][CH:14]=1. The catalyst class is: 3.